Dataset: Forward reaction prediction with 1.9M reactions from USPTO patents (1976-2016). Task: Predict the product of the given reaction. (1) Given the reactants [O:1]1[C:5]2[CH:6]=[CH:7][C:8]([CH:10]3[CH2:15][CH2:14][N:13]([C:16]([O:18][C:19]([CH3:22])([CH3:21])[CH3:20])=[O:17])[CH2:12][CH:11]3[OH:23])=[CH:9][C:4]=2[O:3][CH2:2]1.Br[CH2:25][C:26]1[CH:35]=[CH:34][C:33]2[C:28](=[CH:29][CH:30]=[CH:31][CH:32]=2)[CH:27]=1, predict the reaction product. The product is: [O:1]1[C:5]2[CH:6]=[CH:7][C:8]([CH:10]3[CH2:15][CH2:14][N:13]([C:16]([O:18][C:19]([CH3:20])([CH3:22])[CH3:21])=[O:17])[CH2:12][CH:11]3[O:23][CH2:25][C:26]3[CH:35]=[CH:34][C:33]4[C:28](=[CH:29][CH:30]=[CH:31][CH:32]=4)[CH:27]=3)=[CH:9][C:4]=2[O:3][CH2:2]1. (2) Given the reactants [O:1]1[C:5]2([CH2:10][CH2:9][CH:8]([NH:11][C:12]3[N:13]=[CH:14][C:15]4[C:20]([CH:21]=3)=[CH:19][C:18]([C:22](O)=[O:23])=[CH:17][C:16]=4[CH3:25])[CH2:7][CH2:6]2)[O:4][CH2:3][CH2:2]1.CN(C(ON1N=NC2C=CC=NC1=2)=[N+](C)C)C.F[P-](F)(F)(F)(F)F.C(N(CC)CC)C.[CH2:57]([NH2:64])[C:58]1[CH:63]=[CH:62][CH:61]=[CH:60][CH:59]=1, predict the reaction product. The product is: [CH2:57]([NH:64][C:22]([C:18]1[CH:19]=[C:20]2[C:15](=[C:16]([CH3:25])[CH:17]=1)[CH:14]=[N:13][C:12]([NH:11][CH:8]1[CH2:9][CH2:10][C:5]3([O:4][CH2:3][CH2:2][O:1]3)[CH2:6][CH2:7]1)=[CH:21]2)=[O:23])[C:58]1[CH:63]=[CH:62][CH:61]=[CH:60][CH:59]=1. (3) Given the reactants [CH3:1][O:2][C:3]1[CH:27]=[C:26]([O:28][CH3:29])[CH:25]=[CH:24][C:4]=1[CH2:5][N:6]1[C:11]([CH3:12])=[CH:10][C:9]([O:13][CH2:14][C:15]2[CH:22]=[CH:21][CH:20]=[CH:19][C:16]=2[C:17]#[N:18])=[CH:8][C:7]1=[O:23].[I:30]N1C(=O)CCC1=O.ClC(Cl)C(O)=O, predict the reaction product. The product is: [CH3:1][O:2][C:3]1[CH:27]=[C:26]([O:28][CH3:29])[CH:25]=[CH:24][C:4]=1[CH2:5][N:6]1[C:11]([CH3:12])=[CH:10][C:9]([O:13][CH2:14][C:15]2[CH:22]=[CH:21][CH:20]=[CH:19][C:16]=2[C:17]#[N:18])=[C:8]([I:30])[C:7]1=[O:23]. (4) Given the reactants [Si:1]([O:8][C@@H:9]1[CH2:25][C@H:24]2[C@@:12]([CH3:44])([C@@H:13]3[C@@H:21]([CH2:22][C@@H:23]2[O:26][Si:27]([C:30]([CH3:33])([CH3:32])[CH3:31])([CH3:29])[CH3:28])[C@H:20]2[C@@:16]([CH3:43])([C@@H:17]([C@@:34]([OH:42])([C:36]#[C:37][CH2:38][CH2:39][CH2:40][CH3:41])[CH3:35])[CH2:18][CH2:19]2)[CH2:15][CH2:14]3)[CH2:11][CH2:10]1)([C:4]([CH3:7])([CH3:6])[CH3:5])([CH3:3])[CH3:2].CO, predict the reaction product. The product is: [Si:1]([O:8][C@@H:9]1[CH2:25][C@H:24]2[C@@:12]([CH3:44])([C@@H:13]3[C@@H:21]([CH2:22][C@@H:23]2[O:26][Si:27]([C:30]([CH3:31])([CH3:32])[CH3:33])([CH3:29])[CH3:28])[C@H:20]2[C@@:16]([CH3:43])([C@@H:17]([C@@:34]([OH:42])([CH2:36][CH2:37][CH2:38][CH2:39][CH2:40][CH3:41])[CH3:35])[CH2:18][CH2:19]2)[CH2:15][CH2:14]3)[CH2:11][CH2:10]1)([C:4]([CH3:7])([CH3:6])[CH3:5])([CH3:3])[CH3:2].